From a dataset of Full USPTO retrosynthesis dataset with 1.9M reactions from patents (1976-2016). Predict the reactants needed to synthesize the given product. (1) Given the product [F:24][C:19]1[C:18]([C:14]2[CH:15]=[CH:16][CH:17]=[C:12]([C:10]#[C:11][C:7]3[CH:6]=[N:5][N:4]([CH2:3][CH2:2][F:1])[CH:8]=3)[CH:13]=2)=[CH:23][CH:22]=[CH:21][N:20]=1, predict the reactants needed to synthesize it. The reactants are: [F:1][CH2:2][CH2:3][N:4]1[CH:8]=[C:7](I)[CH:6]=[N:5]1.[C:10]([C:12]1[CH:13]=[C:14]([C:18]2[C:19]([F:24])=[N:20][CH:21]=[CH:22][CH:23]=2)[CH:15]=[CH:16][CH:17]=1)#[CH:11]. (2) Given the product [NH2:22][C:20]1[S:21][C:8]([C:9]#[N:10])=[C:6]([C:5]2[CH:11]=[CH:12][C:2]([F:1])=[CH:3][CH:4]=2)[N:19]=1, predict the reactants needed to synthesize it. The reactants are: [F:1][C:2]1[CH:12]=[CH:11][C:5]([C:6]([CH2:8][C:9]#[N:10])=O)=[CH:4][CH:3]=1.N1C=CC=CC=1.[NH2:19][C:20]([NH2:22])=[S:21].II.[O-]S([O-])(=S)=O.[Na+].[Na+]. (3) Given the product [O:40]1[CH2:41][CH2:42][N:37]([CH2:36][C:35]2[CH:43]=[C:44]([C:2]3[C:10]4[C:5](=[CH:6][CH:7]=[C:8]([NH:11][C:12](=[O:24])[CH:13]([N:19]5[CH2:23][CH2:22][CH2:21][CH2:20]5)[C:14]5[CH:18]=[CH:17][S:16][CH:15]=5)[CH:9]=4)[NH:4][N:3]=3)[CH:45]=[CH:33][CH:34]=2)[CH2:38][CH2:39]1, predict the reactants needed to synthesize it. The reactants are: I[C:2]1[C:10]2[C:5](=[CH:6][CH:7]=[C:8]([NH:11][C:12](=[O:24])[CH:13]([N:19]3[CH2:23][CH2:22][CH2:21][CH2:20]3)[C:14]3[CH:18]=[CH:17][S:16][CH:15]=3)[CH:9]=2)[NH:4][N:3]=1.CC1(C)C(C)(C)OB([C:33]2[CH:34]=[C:35]([CH:43]=[CH:44][CH:45]=2)[CH2:36][N:37]2[CH2:42][CH2:41][O:40][CH2:39][CH2:38]2)O1.C([O-])([O-])=O.[Na+].[Na+]. (4) Given the product [Cl:32][CH2:2][C:3]1[CH:27]=[CH:26][C:6]([O:7][CH2:8][C:9]2[N:10]=[C:11]([C:15]3[CH:16]=[CH:17][C:18]([CH3:25])=[C:19]([CH:24]=3)[C:20]([O:22][CH3:23])=[O:21])[O:12][C:13]=2[CH3:14])=[C:5]([O:28][CH3:29])[CH:4]=1, predict the reactants needed to synthesize it. The reactants are: O[CH2:2][C:3]1[CH:27]=[CH:26][C:6]([O:7][CH2:8][C:9]2[N:10]=[C:11]([C:15]3[CH:16]=[CH:17][C:18]([CH3:25])=[C:19]([CH:24]=3)[C:20]([O:22][CH3:23])=[O:21])[O:12][C:13]=2[CH3:14])=[C:5]([O:28][CH3:29])[CH:4]=1.S(Cl)([Cl:32])=O. (5) The reactants are: NC[C:3]1[N:8]=[C:7](N(CC(OC(C)(C)C)=O)C(OC(C)(C)C)=O)[CH:6]=[CH:5][CH:4]=1.C1([S:31]([Cl:34])(=[O:33])=[O:32])C=CC=CC=1. Given the product [N:8]1[CH:7]=[CH:6][CH:5]=[CH:4][C:3]=1[S:31]([Cl:34])(=[O:33])=[O:32], predict the reactants needed to synthesize it. (6) The reactants are: [F:1][C:2]1[CH:3]=[C:4]([N:8]2[CH2:12][C@H:11]([CH2:13][O:14][C:15](=[O:17])[CH3:16])[O:10][C:9]2=[O:18])[CH:5]=[CH:6][CH:7]=1.[I:19]I. Given the product [F:1][C:2]1[CH:3]=[C:4]([N:8]2[CH2:12][C@H:11]([CH2:13][O:14][C:15](=[O:17])[CH3:16])[O:10][C:9]2=[O:18])[CH:5]=[CH:6][C:7]=1[I:19], predict the reactants needed to synthesize it. (7) Given the product [CH:19]1([NH:25][C:5]2[N:10]=[CH:9][C:8]([C:11]#[C:12][C:13]3[CH:18]=[CH:17][CH:16]=[CH:15][CH:14]=3)=[CH:7][N:6]=2)[CH2:24][CH2:23][CH2:22][CH2:21][CH2:20]1, predict the reactants needed to synthesize it. The reactants are: CS([C:5]1[N:10]=[CH:9][C:8]([C:11]#[C:12][C:13]2[CH:18]=[CH:17][CH:16]=[CH:15][CH:14]=2)=[CH:7][N:6]=1)(=O)=O.[CH:19]1([NH2:25])[CH2:24][CH2:23][CH2:22][CH2:21][CH2:20]1.